From a dataset of NCI-60 drug combinations with 297,098 pairs across 59 cell lines. Regression. Given two drug SMILES strings and cell line genomic features, predict the synergy score measuring deviation from expected non-interaction effect. (1) Drug 1: CC1CC2CCC3C(=C)CC(O3)CCC45CC6C(O4)C7C(O6)C(O5)C8C(O7)CCC(O8)CC(=O)CC9C(CC(C1=C)O2)OC(C9OC)CC(CN)O.CS(=O)(=O)O. Drug 2: CC1C(C(CC(O1)OC2CC(CC3=C2C(=C4C(=C3O)C(=O)C5=C(C4=O)C(=CC=C5)OC)O)(C(=O)CO)O)N)O.Cl. Cell line: A498. Synergy scores: CSS=57.5, Synergy_ZIP=-5.77, Synergy_Bliss=-4.81, Synergy_Loewe=-0.0826, Synergy_HSA=0.806. (2) Drug 1: C1C(C(OC1N2C=C(C(=O)NC2=O)F)CO)O. Drug 2: CC=C1C(=O)NC(C(=O)OC2CC(=O)NC(C(=O)NC(CSSCCC=C2)C(=O)N1)C(C)C)C(C)C. Cell line: MOLT-4. Synergy scores: CSS=81.7, Synergy_ZIP=-2.52, Synergy_Bliss=-2.63, Synergy_Loewe=-6.66, Synergy_HSA=-1.87. (3) Drug 1: CCC1=CC2CC(C3=C(CN(C2)C1)C4=CC=CC=C4N3)(C5=C(C=C6C(=C5)C78CCN9C7C(C=CC9)(C(C(C8N6C)(C(=O)OC)O)OC(=O)C)CC)OC)C(=O)OC.C(C(C(=O)O)O)(C(=O)O)O. Synergy scores: CSS=48.0, Synergy_ZIP=-0.0989, Synergy_Bliss=3.63, Synergy_Loewe=-41.1, Synergy_HSA=5.46. Drug 2: C1C(C(OC1N2C=NC3=C2NC=NCC3O)CO)O. Cell line: CCRF-CEM.